Dataset: Forward reaction prediction with 1.9M reactions from USPTO patents (1976-2016). Task: Predict the product of the given reaction. Given the reactants [I:1][C:2]1[CH:8]=[CH:7][C:5]([NH2:6])=[CH:4][CH:3]=1.[C:9]([O:13][C:14]([NH:16][CH2:17][CH2:18][C:19](O)=[O:20])=[O:15])([CH3:12])([CH3:11])[CH3:10].Cl.CN(C)CCCN=C=NCC.ON1C2N=CC=CC=2N=N1, predict the reaction product. The product is: [C:9]([O:13][C:14](=[O:15])[NH:16][CH2:17][CH2:18][C:19](=[O:20])[NH:6][C:5]1[CH:7]=[CH:8][C:2]([I:1])=[CH:3][CH:4]=1)([CH3:12])([CH3:10])[CH3:11].